From a dataset of Catalyst prediction with 721,799 reactions and 888 catalyst types from USPTO. Predict which catalyst facilitates the given reaction. (1) The catalyst class is: 34. Product: [N+:8]([C:7]1[C:2]2[N:1]=[C:21]([SH:22])[O:11][C:3]=2[CH:4]=[CH:5][CH:6]=1)([O-:10])=[O:9]. Reactant: [NH2:1][C:2]1[C:7]([N+:8]([O-:10])=[O:9])=[CH:6][CH:5]=[CH:4][C:3]=1[OH:11].C(N(C(C)C)C(C)C)C.[C:21](Cl)(Cl)=[S:22].CCO. (2) Reactant: Cl[C:2]1[CH:7]=[CH:6][C:5]([NH:8][C:9](=[O:14])[C:10]([CH3:13])([CH3:12])[CH3:11])=[C:4]([CH3:15])[C:3]=1[C:16]([F:19])([F:18])[F:17].[C:20]([Cu])#[N:21]. Product: [C:20]([C:2]1[CH:7]=[CH:6][C:5]([NH:8][C:9](=[O:14])[C:10]([CH3:13])([CH3:12])[CH3:11])=[C:4]([CH3:15])[C:3]=1[C:16]([F:19])([F:18])[F:17])#[N:21]. The catalyst class is: 60. (3) Reactant: Br[CH2:2][CH2:3][C:4]1[CH:9]=[CH:8][C:7]([N+:10]([O-:12])=[O:11])=[CH:6][CH:5]=1.[NH:13]1[CH2:18][CH2:17][O:16][CH2:15][CH2:14]1.C([O-])([O-])=O.[K+].[K+].O. Product: [N+:10]([C:7]1[CH:8]=[CH:9][C:4]([CH2:3][CH2:2][N:13]2[CH2:18][CH2:17][O:16][CH2:15][CH2:14]2)=[CH:5][CH:6]=1)([O-:12])=[O:11]. The catalyst class is: 21. (4) Reactant: [K].CC(O)(C)C.[CH2:7]([N:14]([CH2:23][CH2:24][CH2:25][C:26]([O:28]CC)=O)[CH2:15][CH2:16][CH2:17]C(OCC)=O)[C:8]1[CH:13]=[CH:12][CH:11]=[CH:10][CH:9]=1.Cl. Product: [CH2:7]([N:14]1[CH2:15][CH2:16][CH2:17][C:26](=[O:28])[CH2:25][CH2:24][CH2:23]1)[C:8]1[CH:9]=[CH:10][CH:11]=[CH:12][CH:13]=1. The catalyst class is: 113.